Dataset: Full USPTO retrosynthesis dataset with 1.9M reactions from patents (1976-2016). Task: Predict the reactants needed to synthesize the given product. Given the product [N+:28]([C:25]1[CH:26]=[CH:27][C:22]([N:18]2[CH2:19][CH2:20][CH2:21][C@H:16]([NH:15][C@@H:10]3[CH2:11][CH2:12][CH2:13][CH2:14][C@H:9]3[NH:8][C:4]3[CH:3]=[C:2]([C:36]4[CH:37]=[CH:38][CH:39]=[C:34]([O:33][C:32]([F:31])([F:43])[F:44])[CH:35]=4)[CH:7]=[CH:6][N:5]=3)[CH2:17]2)=[CH:23][CH:24]=1)([O-:30])=[O:29], predict the reactants needed to synthesize it. The reactants are: Br[C:2]1[CH:7]=[CH:6][N:5]=[C:4]([NH:8][C@@H:9]2[CH2:14][CH2:13][CH2:12][CH2:11][C@H:10]2[NH:15][C@H:16]2[CH2:21][CH2:20][CH2:19][N:18]([C:22]3[CH:27]=[CH:26][C:25]([N+:28]([O-:30])=[O:29])=[CH:24][CH:23]=3)[CH2:17]2)[CH:3]=1.[F:31][C:32]([F:44])([F:43])[O:33][C:34]1[CH:35]=[C:36](B(O)O)[CH:37]=[CH:38][CH:39]=1.